From a dataset of Full USPTO retrosynthesis dataset with 1.9M reactions from patents (1976-2016). Predict the reactants needed to synthesize the given product. (1) Given the product [CH2:1]([N:8]1[C:16]2[C:11](=[CH:12][C:13]([C:20]([OH:21])([C:22]([F:25])([F:24])[F:23])[C:19]([F:27])([F:26])[F:18])=[CH:14][CH:15]=2)[CH2:10][CH2:9]1)[C:2]1[CH:3]=[CH:4][CH:5]=[CH:6][CH:7]=1, predict the reactants needed to synthesize it. The reactants are: [CH2:1]([N:8]1[C:16]2[C:11](=[CH:12][CH:13]=[CH:14][CH:15]=2)[CH2:10][CH2:9]1)[C:2]1[CH:7]=[CH:6][CH:5]=[CH:4][CH:3]=1.O.[F:18][C:19]([F:27])([F:26])[C:20]([C:22]([F:25])([F:24])[F:23])=[O:21].O.O.[F:18][C:19]([F:27])([F:26])[C:20]([C:22]([F:25])([F:24])[F:23])=[O:21]. (2) Given the product [CH2:23]([O:22][C:21]([N:20]([CH2:19][C:18]1[CH:32]=[C:14]([NH:13][C:11]([O:10][CH2:9][C@@H:8]([C:5]2[CH:6]=[CH:7][C:2]([B:46]([OH:47])[OH:45])=[CH:3][C:4]=2[CH3:41])[CH3:40])=[O:12])[CH:15]=[C:16]([F:39])[C:17]=1[O:33][CH2:34][CH2:35][CH2:36][O:37][CH3:38])[CH3:31])=[O:30])[C:24]1[CH:29]=[CH:28][CH:27]=[CH:26][CH:25]=1, predict the reactants needed to synthesize it. The reactants are: Br[C:2]1[CH:7]=[CH:6][C:5]([C@@H:8]([CH3:40])[CH2:9][O:10][C:11]([NH:13][C:14]2[CH:15]=[C:16]([F:39])[C:17]([O:33][CH2:34][CH2:35][CH2:36][O:37][CH3:38])=[C:18]([CH:32]=2)[CH2:19][N:20]([CH3:31])[C:21](=[O:30])[O:22][CH2:23][C:24]2[CH:29]=[CH:28][CH:27]=[CH:26][CH:25]=2)=[O:12])=[C:4]([CH3:41])[CH:3]=1.CC1(C)C[O:47][B:46](B2OCC(C)(C)CO2)[O:45]C1.C([O-])(=O)C.[K+]. (3) Given the product [CH2:1]([O:5][CH2:6][CH2:7][O:8][C:9]1[CH:10]=[CH:11][C:12]([C:15]2[CH:16]=[CH:17][C:18]3[N:24]([CH2:25][CH:26]([CH3:27])[CH3:28])[CH2:23][CH2:22][C:21]([C:29]([NH:31][C:32]4[CH:33]=[CH:34][C:35]([O:38][CH2:42][C:43]5[N:44]([CH2:48][CH2:49][CH3:50])[CH:45]=[CH:46][N:47]=5)=[CH:36][CH:37]=4)=[O:30])=[CH:20][C:19]=3[CH:39]=2)=[CH:13][CH:14]=1)[CH2:2][CH2:3][CH3:4], predict the reactants needed to synthesize it. The reactants are: [CH2:1]([O:5][CH2:6][CH2:7][O:8][C:9]1[CH:14]=[CH:13][C:12]([C:15]2[CH:16]=[CH:17][C:18]3[N:24]([CH2:25][CH:26]([CH3:28])[CH3:27])[CH2:23][CH2:22][C:21]([C:29]([NH:31][C:32]4[CH:37]=[CH:36][C:35]([OH:38])=[CH:34][CH:33]=4)=[O:30])=[CH:20][C:19]=3[CH:39]=2)=[CH:11][CH:10]=1)[CH2:2][CH2:3][CH3:4].Cl.Cl[CH2:42][C:43]1[N:44]([CH2:48][CH2:49][CH3:50])[CH:45]=[CH:46][N:47]=1.C(=O)([O-])[O-].[K+].[K+].CN(C)C=O. (4) Given the product [CH:2]1([N:4]2[CH2:9][CH2:8][C:7](=[O:10])[CH2:6][CH2:5]2)[CH2:3][CH2:12]1, predict the reactants needed to synthesize it. The reactants are: [I-].[CH2:2]([N+:4]1(C)[CH2:9][CH2:8][C:7](=[O:10])[CH2:6][CH2:5]1)[CH3:3].[CH:12]1(N)CC1.C(=O)([O-])O.[Na+]. (5) Given the product [CH:13]1([N:23]2[C:24]3[C:29](=[CH:28][C:27]([N+:32]([O-:34])=[O:33])=[CH:26][CH:25]=3)[C:30](=[O:31])[N:21]([CH2:19][CH3:20])[C:22]2=[O:35])[CH2:15][CH2:14]1, predict the reactants needed to synthesize it. The reactants are: C1C=CN=C(C2C=CC=CN=2)C=1.[CH:13]1(B(O)O)[CH2:15][CH2:14]1.[CH2:19]([N:21]1[C:30](=[O:31])[C:29]2[C:24](=[CH:25][CH:26]=[C:27]([N+:32]([O-:34])=[O:33])[CH:28]=2)[NH:23][C:22]1=[O:35])[CH3:20].C(=O)([O-])[O-].[Na+].[Na+]. (6) Given the product [OH:23][C:2]1[N:10]=[CH:9][CH:8]=[CH:7][C:3]=1[C:4]([OH:6])=[O:5], predict the reactants needed to synthesize it. The reactants are: Cl[C:2]1[N:10]=[CH:9][CH:8]=[CH:7][C:3]=1[C:4]([OH:6])=[O:5].BrC1C=C(F)C(N)=C(F)C=1.C(O)(=[O:23])C.